Regression. Given two drug SMILES strings and cell line genomic features, predict the synergy score measuring deviation from expected non-interaction effect. From a dataset of NCI-60 drug combinations with 297,098 pairs across 59 cell lines. (1) Drug 1: CS(=O)(=O)C1=CC(=C(C=C1)C(=O)NC2=CC(=C(C=C2)Cl)C3=CC=CC=N3)Cl. Drug 2: COC1=C(C=C2C(=C1)N=CN=C2NC3=CC(=C(C=C3)F)Cl)OCCCN4CCOCC4. Cell line: RXF 393. Synergy scores: CSS=37.3, Synergy_ZIP=-0.779, Synergy_Bliss=4.50, Synergy_Loewe=5.79, Synergy_HSA=7.37. (2) Drug 1: CS(=O)(=O)C1=CC(=C(C=C1)C(=O)NC2=CC(=C(C=C2)Cl)C3=CC=CC=N3)Cl. Drug 2: CN(CC1=CN=C2C(=N1)C(=NC(=N2)N)N)C3=CC=C(C=C3)C(=O)NC(CCC(=O)O)C(=O)O. Cell line: MALME-3M. Synergy scores: CSS=17.3, Synergy_ZIP=-1.62, Synergy_Bliss=3.51, Synergy_Loewe=-6.01, Synergy_HSA=0.982. (3) Cell line: KM12. Drug 1: CS(=O)(=O)C1=CC(=C(C=C1)C(=O)NC2=CC(=C(C=C2)Cl)C3=CC=CC=N3)Cl. Synergy scores: CSS=25.2, Synergy_ZIP=-1.73, Synergy_Bliss=6.31, Synergy_Loewe=-2.20, Synergy_HSA=7.40. Drug 2: CC1=C(C=C(C=C1)NC2=NC=CC(=N2)N(C)C3=CC4=NN(C(=C4C=C3)C)C)S(=O)(=O)N.Cl. (4) Drug 1: C1=NC2=C(N1)C(=S)N=C(N2)N. Drug 2: CC12CCC3C(C1CCC2O)C(CC4=C3C=CC(=C4)O)CCCCCCCCCS(=O)CCCC(C(F)(F)F)(F)F. Cell line: SR. Synergy scores: CSS=44.7, Synergy_ZIP=-1.65, Synergy_Bliss=-3.82, Synergy_Loewe=-13.1, Synergy_HSA=-4.66. (5) Drug 1: C1CCC(CC1)NC(=O)N(CCCl)N=O. Drug 2: CC1=C2C(C(=O)C3(C(CC4C(C3C(C(C2(C)C)(CC1OC(=O)C(C(C5=CC=CC=C5)NC(=O)OC(C)(C)C)O)O)OC(=O)C6=CC=CC=C6)(CO4)OC(=O)C)O)C)O. Cell line: UACC-257. Synergy scores: CSS=19.6, Synergy_ZIP=-3.83, Synergy_Bliss=1.94, Synergy_Loewe=-16.6, Synergy_HSA=1.45. (6) Drug 1: C1=CC(=CC=C1CCCC(=O)O)N(CCCl)CCCl. Drug 2: CS(=O)(=O)OCCCCOS(=O)(=O)C. Cell line: NCI-H460. Synergy scores: CSS=27.5, Synergy_ZIP=-4.49, Synergy_Bliss=1.80, Synergy_Loewe=-9.70, Synergy_HSA=1.48. (7) Drug 1: CN1C(=O)N2C=NC(=C2N=N1)C(=O)N. Drug 2: CC12CCC3C(C1CCC2OP(=O)(O)O)CCC4=C3C=CC(=C4)OC(=O)N(CCCl)CCCl.[Na+]. Cell line: UACC-257. Synergy scores: CSS=5.50, Synergy_ZIP=-3.95, Synergy_Bliss=-4.36, Synergy_Loewe=-5.80, Synergy_HSA=-5.79. (8) Drug 1: CC12CCC(CC1=CCC3C2CCC4(C3CC=C4C5=CN=CC=C5)C)O. Drug 2: C#CCC(CC1=CN=C2C(=N1)C(=NC(=N2)N)N)C3=CC=C(C=C3)C(=O)NC(CCC(=O)O)C(=O)O. Cell line: LOX IMVI. Synergy scores: CSS=51.9, Synergy_ZIP=-3.18, Synergy_Bliss=-8.63, Synergy_Loewe=-8.27, Synergy_HSA=-6.94. (9) Drug 1: CC1CCC2CC(C(=CC=CC=CC(CC(C(=O)C(C(C(=CC(C(=O)CC(OC(=O)C3CCCCN3C(=O)C(=O)C1(O2)O)C(C)CC4CCC(C(C4)OC)OCCO)C)C)O)OC)C)C)C)OC. Drug 2: CN(C(=O)NC(C=O)C(C(C(CO)O)O)O)N=O. Cell line: UACC-257. Synergy scores: CSS=-2.12, Synergy_ZIP=2.04, Synergy_Bliss=1.83, Synergy_Loewe=-1.78, Synergy_HSA=-1.80. (10) Drug 1: C1=C(C(=O)NC(=O)N1)N(CCCl)CCCl. Drug 2: CC1=C2C(C(=O)C3(C(CC4C(C3C(C(C2(C)C)(CC1OC(=O)C(C(C5=CC=CC=C5)NC(=O)C6=CC=CC=C6)O)O)OC(=O)C7=CC=CC=C7)(CO4)OC(=O)C)O)C)OC(=O)C. Cell line: EKVX. Synergy scores: CSS=21.3, Synergy_ZIP=-9.69, Synergy_Bliss=-6.81, Synergy_Loewe=-20.3, Synergy_HSA=-5.31.